From a dataset of Forward reaction prediction with 1.9M reactions from USPTO patents (1976-2016). Predict the product of the given reaction. (1) Given the reactants [Br:1][C:2]1[N:7]=[C:6]([C@:8]([NH:19][S@@:20]([C:22]([CH3:25])([CH3:24])[CH3:23])=[O:21])([CH2:17][F:18])[CH2:9][C:10](OC(C)(C)C)=[O:11])[C:5]([F:26])=[CH:4][CH:3]=1.CC(C[AlH]CC(C)C)C, predict the reaction product. The product is: [Br:1][C:2]1[N:7]=[C:6]([C@@:8]([NH:19][S@@:20]([C:22]([CH3:24])([CH3:23])[CH3:25])=[O:21])([CH2:9][CH:10]=[O:11])[CH2:17][F:18])[C:5]([F:26])=[CH:4][CH:3]=1. (2) Given the reactants [Cl:1][C:2]1[CH:3]=[C:4]([CH:9]([O:13][CH3:14])[C:10]([OH:12])=O)[CH:5]=[CH:6][C:7]=1[Cl:8].[NH2:15][CH2:16][CH2:17][CH2:18][N:19]1[CH2:24][CH2:23][CH:22]([C:25]2[CH:26]=[C:27]([NH:31][C:32](=[O:36])[CH:33]([CH3:35])[CH3:34])[CH:28]=[CH:29][CH:30]=2)[CH2:21][CH2:20]1, predict the reaction product. The product is: [Cl:1][C:2]1[CH:3]=[C:4]([CH:9]([O:13][CH3:14])[C:10]([NH:15][CH2:16][CH2:17][CH2:18][N:19]2[CH2:24][CH2:23][CH:22]([C:25]3[CH:26]=[C:27]([NH:31][C:32](=[O:36])[CH:33]([CH3:34])[CH3:35])[CH:28]=[CH:29][CH:30]=3)[CH2:21][CH2:20]2)=[O:12])[CH:5]=[CH:6][C:7]=1[Cl:8]. (3) Given the reactants F[C:2]1[CH:3]=[CH:4][C:5]([N+:10]([O-:12])=[O:11])=[C:6]([CH:9]=1)[C:7]#[N:8].[CH:13]1([C:16]2[C:17]([NH:36][S:37]([CH3:40])(=[O:39])=[O:38])=[CH:18][C:19]3[O:23][C:22]([C:24]4[CH:29]=[CH:28][C:27]([F:30])=[CH:26][CH:25]=4)=[C:21]([C:31]([NH:33][CH3:34])=[O:32])[C:20]=3[CH:35]=2)[CH2:15][CH2:14]1.C([O-])([O-])=O.[K+].[K+], predict the reaction product. The product is: [C:7]([C:6]1[CH:9]=[C:2]([N:36]([C:17]2[C:16]([CH:13]3[CH2:15][CH2:14]3)=[CH:35][C:20]3[C:21]([C:31]([NH:33][CH3:34])=[O:32])=[C:22]([C:24]4[CH:29]=[CH:28][C:27]([F:30])=[CH:26][CH:25]=4)[O:23][C:19]=3[CH:18]=2)[S:37]([CH3:40])(=[O:38])=[O:39])[CH:3]=[CH:4][C:5]=1[N+:10]([O-:12])=[O:11])#[N:8]. (4) Given the reactants [S:1]1[CH:5]=[CH:4][CH:3]=[C:2]1[C:6]1[N:7]([CH2:11][C:12]2[CH:13]=[C:14]([C:18]3[CH:22]=[C:21]([CH2:23][CH:24]([CH3:26])[CH3:25])[S:20][C:19]=3[S:27]([NH:30]C(C)(C)C)(=[O:29])=[O:28])[CH:15]=[CH:16][CH:17]=2)[CH:8]=[CH:9][N:10]=1.B(Cl)(Cl)Cl.C([O-])([O-])=O.[Na+].[Na+].Cl[C:46]([O:48][CH2:49][CH2:50][CH2:51][CH3:52])=[O:47], predict the reaction product. The product is: [CH2:49]([O:48][C:46]([NH:30][S:27]([C:19]1[S:20][C:21]([CH2:23][CH:24]([CH3:26])[CH3:25])=[CH:22][C:18]=1[C:14]1[CH:15]=[CH:16][CH:17]=[C:12]([CH2:11][N:7]2[CH:8]=[CH:9][N:10]=[C:6]2[C:2]2[S:1][CH:5]=[CH:4][CH:3]=2)[CH:13]=1)(=[O:29])=[O:28])=[O:47])[CH2:50][CH2:51][CH3:52]. (5) Given the reactants [Mg].II.Br[C:5]1[CH:10]=[CH:9][C:8]([CH2:11][CH2:12][CH2:13][CH2:14][CH2:15][CH2:16][CH2:17][CH2:18][CH3:19])=[CH:7][CH:6]=1.CN([CH:23]=[O:24])C, predict the reaction product. The product is: [CH2:11]([C:8]1[CH:9]=[CH:10][C:5]([CH:23]=[O:24])=[CH:6][CH:7]=1)[CH2:12][CH2:13][CH2:14][CH2:15][CH2:16][CH2:17][CH2:18][CH3:19]. (6) The product is: [F:40][C:41]([F:55])([F:54])[C:42]1[CH:43]=[C:44]([CH:47]=[C:48]([C:50]([F:53])([F:52])[F:51])[CH:49]=1)[CH2:45][N:23]1[CH2:22][CH:21]([C:12]2[CH:13]=[C:14]([C:17]([F:20])([F:18])[F:19])[CH:15]=[CH:16][C:11]=2[C:5]2[CH:6]=[C:7]([CH:8]([CH3:10])[CH3:9])[C:2]([F:1])=[CH:3][C:4]=2[O:36][CH3:37])[NH:25][C:24]1=[O:35]. Given the reactants [F:1][C:2]1[C:7]([CH:8]([CH3:10])[CH3:9])=[CH:6][C:5]([C:11]2[CH:16]=[CH:15][C:14]([C:17]([F:20])([F:19])[F:18])=[CH:13][C:12]=2[CH:21]2[N:25](CC3C=CC(OC)=CC=3)[C:24](=[O:35])[NH:23][CH2:22]2)=[C:4]([O:36][CH3:37])[CH:3]=1.[H-].[Na+].[F:40][C:41]([F:55])([F:54])[C:42]1[CH:43]=[C:44]([CH:47]=[C:48]([C:50]([F:53])([F:52])[F:51])[CH:49]=1)[CH2:45]Br, predict the reaction product.